From a dataset of Reaction yield outcomes from USPTO patents with 853,638 reactions. Predict the reaction yield, written as a fraction of the theoretical maximum amount of product (1.0 means a 100% yield; for example, 0.34 means a 34% yield). (1) The reactants are Br[C:2]1[CH:7]=[CH:6][C:5]([C:8]2[O:9][C:10]([CH3:22])=[C:11]([CH2:13][CH2:14][N:15]3[CH2:20][CH2:19][CH2:18][CH2:17][CH:16]3[CH3:21])[N:12]=2)=[CH:4][CH:3]=1.[CH3:23][S:24]([C:27]1[CH:32]=[CH:31][C:30](B(O)O)=[CH:29][CH:28]=1)(=[O:26])=[O:25].C([O-])([O-])=O.[Na+].[Na+]. The catalyst is O1CCOCC1. The product is [CH3:23][S:24]([C:27]1[CH:32]=[CH:31][C:30]([C:2]2[CH:7]=[CH:6][C:5]([C:8]3[O:9][C:10]([CH3:22])=[C:11]([CH2:13][CH2:14][N:15]4[CH2:20][CH2:19][CH2:18][CH2:17][CH:16]4[CH3:21])[N:12]=3)=[CH:4][CH:3]=2)=[CH:29][CH:28]=1)(=[O:26])=[O:25]. The yield is 0.340. (2) The reactants are [CH3:1][C:2]([CH3:10])([C:4](=[O:9])[CH2:5][C:6](=O)[CH3:7])[CH3:3].S([O-])([O-])(=O)=O.[Na+].[Na+].[CH:18]([NH2:21])([CH3:20])[CH3:19]. The catalyst is C1(C)C=CC=CC=1. The product is [CH3:1][C:2]([CH3:10])([C:4](=[O:9])[CH2:5][CH:6]([NH:21][CH:18]([CH3:20])[CH3:19])[CH3:7])[CH3:3]. The yield is 0.840. (3) The reactants are [C:1]([O:5][C:6]([N:8]1[CH2:13][CH2:12][CH2:11][CH:10]([C:14]([OH:16])=O)[CH2:9]1)=[O:7])([CH3:4])([CH3:3])[CH3:2].[Cl:17][C:18]1[CH:24]=[CH:23][C:21]([NH2:22])=[CH:20][CH:19]=1.Cl.C(N=C=NCCCN(C)C)C.C(N(C(C)C)CC)(C)C.Cl. The catalyst is ClCCl. The product is [Cl:17][C:18]1[CH:24]=[CH:23][C:21]([NH:22][C:14]([CH:10]2[CH2:11][CH2:12][CH2:13][N:8]([C:6]([O:5][C:1]([CH3:2])([CH3:3])[CH3:4])=[O:7])[CH2:9]2)=[O:16])=[CH:20][CH:19]=1. The yield is 0.740. (4) The reactants are [NH2:1][C:2]1C=C[C:5]([C:6](O)=O)=[CH:4][CH:3]=1.[CH3:23][C:22]([O:21][C:19](O[C:19]([O:21][C:22]([CH3:25])([CH3:24])[CH3:23])=[O:20])=[O:20])([CH3:25])[CH3:24].C(O)(=O)CC(CC(O)=O)(C(O)=O)[OH:29].[O:39]1[CH2:44][CH2:43]OCC1. The catalyst is CCCC[N+](CCCC)(CCCC)CCCC.[Br-]. The product is [C:19]([C:3]1[C:2]([NH2:1])=[C:43]([CH:6]=[CH:5][CH:4]=1)[C:44]([OH:39])=[O:29])([O:21][C:22]([CH3:23])([CH3:24])[CH3:25])=[O:20]. The yield is 0.790.